Predict which catalyst facilitates the given reaction. From a dataset of Catalyst prediction with 721,799 reactions and 888 catalyst types from USPTO. Reactant: [S:1]1[CH:5]=[CH:4][CH:3]=[C:2]1[CH:6]([C:10]1[S:11][CH:12]=[CH:13][CH:14]=1)[C:7]([OH:9])=[O:8].[CH:15]([C:17]1[CH:22]=[CH:21][CH:20]=[CH:19][N:18]=1)=[CH2:16].C1(C)C(S(O)(=O)=O)=CC=CC=1. Product: [S:1]1[CH:5]=[CH:4][CH:3]=[C:2]1[CH:6]([C:10]1[S:11][CH:12]=[CH:13][CH:14]=1)[C:7]([O:9][CH2:16][CH2:15][C:17]1[CH:22]=[CH:21][CH:20]=[CH:19][N:18]=1)=[O:8]. The catalyst class is: 48.